Predict the product of the given reaction. From a dataset of Forward reaction prediction with 1.9M reactions from USPTO patents (1976-2016). (1) Given the reactants [OH:1][C:2]1[C:6]([C:7]([O:9][CH2:10][CH3:11])=[O:8])=[CH:5][N:4]([CH3:12])[N:3]=1.Cl[CH2:14][C:15]1[CH:34]=[CH:33][C:18]([O:19][CH2:20][C:21]2[N:22]=[C:23]([C:27]3[CH:32]=[CH:31][CH:30]=[CH:29][CH:28]=3)[O:24][C:25]=2[CH3:26])=[C:17]([O:35][CH3:36])[CH:16]=1.C(=O)([O-])[O-].[K+].[K+].Cl, predict the reaction product. The product is: [CH3:36][O:35][C:17]1[CH:16]=[C:15]([CH:34]=[CH:33][C:18]=1[O:19][CH2:20][C:21]1[N:22]=[C:23]([C:27]2[CH:32]=[CH:31][CH:30]=[CH:29][CH:28]=2)[O:24][C:25]=1[CH3:26])[CH2:14][O:1][C:2]1[C:6]([C:7]([O:9][CH2:10][CH3:11])=[O:8])=[CH:5][N:4]([CH3:12])[N:3]=1. (2) Given the reactants [NH:1]1[CH2:6][CH2:5][O:4][CH2:3][CH2:2]1.C(=O)([O-])[O-].[K+].[K+].Br[CH2:14][C:15]1[N:16]=[C:17]([O:29][CH2:30][CH2:31][CH3:32])[C:18]2[N:23]=[C:22]([C:24]3[O:25][CH:26]=[CH:27][CH:28]=3)[O:21][C:19]=2[N:20]=1.[Br:33][C:34]1[O:38][C:37]([C:39]2[O:40][C:41]3[N:42]=[C:43]([CH2:52]Br)[N:44]=[C:45]([O:48][CH2:49][CH2:50][CH3:51])[C:46]=3[N:47]=2)=[CH:36][CH:35]=1, predict the reaction product. The product is: [Br:33][C:34]1[O:38][C:37]([C:39]2[O:40][C:41]3[N:42]=[C:43]([CH2:52][N:1]4[CH2:6][CH2:5][O:4][CH2:3][CH2:2]4)[N:44]=[C:45]([O:48][CH2:49][CH2:50][CH3:51])[C:46]=3[N:47]=2)=[CH:36][CH:35]=1.[O:25]1[CH:26]=[CH:27][CH:28]=[C:24]1[C:22]1[O:21][C:19]2[N:20]=[C:15]([CH2:14][N:1]3[CH2:6][CH2:5][O:4][CH2:3][CH2:2]3)[N:16]=[C:17]([O:29][CH2:30][CH2:31][CH3:32])[C:18]=2[N:23]=1. (3) Given the reactants [CH2:1]([N:8]1[C:16]2[C:11](=[N:12][C:13](Cl)=[CH:14][CH:15]=2)[CH:10]=[C:9]1[C:18]1[CH:23]=[CH:22][CH:21]=[CH:20][N:19]=1)[C:2]1[CH:7]=[CH:6][CH:5]=[CH:4][CH:3]=1.[NH:24]([C:33](OC(C)(C)C)=O)[NH:25]C(OC(C)(C)C)=O.[C:40]([O-])([O-])=O.[Cs+].[Cs+], predict the reaction product. The product is: [CH2:1]([N:8]1[C:16]2[CH:15]=[CH:14][C:13]3[N:12]([C:33]([CH3:40])=[N:24][N:25]=3)[C:11]=2[CH:10]=[C:9]1[C:18]1[CH:23]=[CH:22][CH:21]=[CH:20][N:19]=1)[C:2]1[CH:7]=[CH:6][CH:5]=[CH:4][CH:3]=1. (4) Given the reactants [N-:1]=[C:2]=[S:3].[O:4]([C:11]1[CH:16]=[CH:15][CH:14]=[CH:13][CH:12]=1)[C:5]1[CH:10]=[CH:9][CH:8]=[CH:7][CH:6]=1.[NH3:17], predict the reaction product. The product is: [NH2:1][C:2]([NH:17][C:8]1[CH:9]=[CH:10][C:5]([O:4][C:11]2[CH:12]=[CH:13][CH:14]=[CH:15][CH:16]=2)=[CH:6][CH:7]=1)=[S:3].